Dataset: Full USPTO retrosynthesis dataset with 1.9M reactions from patents (1976-2016). Task: Predict the reactants needed to synthesize the given product. (1) Given the product [F:34][C:35]([F:54])([F:53])[S:36]([O:8][C:9]1[CH:33]=[CH:32][C:12]2[CH2:13][C@@H:14]3[C@@H:19]([C:20]4([C:24](=[O:25])[N:23]([CH3:26])[C:22](/[N:27]=[CH:28]/[N:29]([CH3:30])[CH3:31])=[N:21]4)[C:11]=2[CH:10]=1)[CH2:18][O:17][CH2:16][CH2:15]3)(=[O:38])=[O:37], predict the reactants needed to synthesize it. The reactants are: C(N(CC)CC)C.[OH:8][C:9]1[CH:33]=[CH:32][C:12]2[CH2:13][C@@H:14]3[C@@H:19]([C:20]4([C:24](=[O:25])[N:23]([CH3:26])[C:22](/[N:27]=[CH:28]/[N:29]([CH3:31])[CH3:30])=[N:21]4)[C:11]=2[CH:10]=1)[CH2:18][O:17][CH2:16][CH2:15]3.[F:34][C:35]([F:54])([F:53])[S:36](N(C1C=CC=CC=1)[S:36]([C:35]([F:54])([F:53])[F:34])(=[O:38])=[O:37])(=[O:38])=[O:37]. (2) The reactants are: [F:1][C:2]1[CH:3]=[C:4]([NH:21][C:22]([C:24]2([C:27](O)=[O:28])[CH2:26][CH2:25]2)=[O:23])[CH:5]=[CH:6][C:7]=1[O:8][C:9]1[CH:14]=[CH:13][N:12]=[C:11]([C:15]2[CH:16]=[N:17][N:18]([CH3:20])[CH:19]=2)[CH:10]=1.CN(C(ON1N=NC2C=CC=CC1=2)=[N+](C)C)C.[B-](F)(F)(F)F.[F:52][C:53]1[CH:58]=[CH:57][C:56]([C@@H:59]([NH2:63])[CH2:60][O:61][CH3:62])=[CH:55][CH:54]=1.CCN(C(C)C)C(C)C. Given the product [F:1][C:2]1[CH:3]=[C:4]([NH:21][C:22]([C:24]2([C:27]([NH:63][C@H:59]([C:56]3[CH:57]=[CH:58][C:53]([F:52])=[CH:54][CH:55]=3)[CH2:60][O:61][CH3:62])=[O:28])[CH2:25][CH2:26]2)=[O:23])[CH:5]=[CH:6][C:7]=1[O:8][C:9]1[CH:14]=[CH:13][N:12]=[C:11]([C:15]2[CH:16]=[N:17][N:18]([CH3:20])[CH:19]=2)[CH:10]=1, predict the reactants needed to synthesize it.